Dataset: Full USPTO retrosynthesis dataset with 1.9M reactions from patents (1976-2016). Task: Predict the reactants needed to synthesize the given product. (1) Given the product [Br:1][CH2:2][C:3]([NH:5][C:6]1[C:15]2[CH2:14][CH:13]([OH:16])[CH2:12][CH2:11][C:10]=2[CH:9]=[CH:8][CH:7]=1)=[O:4], predict the reactants needed to synthesize it. The reactants are: [Br:1][CH2:2][C:3]([NH:5][C:6]1[C:15]2[CH2:14][C:13](=[O:16])[CH2:12][CH2:11][C:10]=2[CH:9]=[CH:8][CH:7]=1)=[O:4].[BH4-].[Na+].O. (2) Given the product [Cl:15][C:16]1[CH:21]=[C:20]([Cl:22])[CH:19]=[CH:18][C:17]=1[N:23]1[C:4]2[CH2:5][CH2:6][N:1]([N:9]3[CH2:14][CH2:13][CH2:12][CH2:11][CH2:10]3)[C:2](=[O:8])[C:3]=2[C:25]([CH3:26])=[CH:24]1, predict the reactants needed to synthesize it. The reactants are: [N:1]1([N:9]2[CH2:14][CH2:13][CH2:12][CH2:11][CH2:10]2)[CH2:6][CH2:5][C:4](=O)[CH2:3][C:2]1=[O:8].[Cl:15][C:16]1[CH:21]=[C:20]([Cl:22])[CH:19]=[CH:18][C:17]=1[NH:23][CH2:24][C:25](=O)[CH3:26]. (3) The reactants are: [NH2:1][C:2]1[C:7]([CH2:8][NH:9][C:10]2[N:15]=[CH:14][N:13]=[C:12]([O:16][C:17]3[CH:22]=[CH:21][C:20]([CH2:23][C:24]([O:26]C)=[O:25])=[CH:19][CH:18]=3)[CH:11]=2)=[CH:6][N:5]=[C:4]([CH3:28])[N:3]=1.O.[OH-].[Li+].Cl. Given the product [NH2:1][C:2]1[C:7]([CH2:8][NH:9][C:10]2[N:15]=[CH:14][N:13]=[C:12]([O:16][C:17]3[CH:22]=[CH:21][C:20]([CH2:23][C:24]([OH:26])=[O:25])=[CH:19][CH:18]=3)[CH:11]=2)=[CH:6][N:5]=[C:4]([CH3:28])[N:3]=1, predict the reactants needed to synthesize it. (4) Given the product [CH3:33][C:30]1[C:29]([CH3:34])=[C:28]([NH:27][C:26]([N:15]2[CH2:16][CH2:17][C:11]3([CH2:12][CH:9]([C:6]4[CH:7]=[CH:8][C:3]([F:2])=[C:4]([CH3:18])[CH:5]=4)[CH2:10]3)[CH2:13][CH2:14]2)=[O:25])[O:32][N:31]=1, predict the reactants needed to synthesize it. The reactants are: Cl.[F:2][C:3]1[CH:8]=[CH:7][C:6]([CH:9]2[CH2:12][C:11]3([CH2:17][CH2:16][NH:15][CH2:14][CH2:13]3)[CH2:10]2)=[CH:5][C:4]=1[CH3:18].C1([O:25][C:26](=O)[NH:27][C:28]2[O:32][N:31]=[C:30]([CH3:33])[C:29]=2[CH3:34])C=CC=CC=1.C(N(C(C)C)CC)(C)C. (5) Given the product [CH2:14]([O:12][CH2:11][C@H:10]([CH2:9][O:8][CH2:1][C:2]1[CH:7]=[CH:6][CH:5]=[CH:4][CH:3]=1)[O:13][CH2:33][CH2:32][CH2:31][CH2:30][CH2:29][CH2:28][CH2:27][CH2:26][CH2:25][CH2:24][CH2:23][CH2:22][CH2:21][CH2:20][CH2:19][CH2:18][CH2:17][CH2:16][CH2:15][CH3:14])[CH2:15][CH2:16][CH2:17][CH2:18][CH2:19][CH2:20][CH2:21][CH2:22][CH2:23][CH2:24][CH2:25][CH2:26][CH2:27][CH2:28][CH2:29][CH2:30][CH2:31][CH2:32][CH3:33], predict the reactants needed to synthesize it. The reactants are: [CH2:1]([O:8][CH2:9][C@H:10]([OH:13])[CH2:11][OH:12])[C:2]1[CH:7]=[CH:6][CH:5]=[CH:4][CH:3]=1.[CH2:14](Br)[CH2:15][CH2:16][CH2:17][CH2:18][CH2:19][CH2:20][CH2:21][CH2:22][CH2:23][CH2:24][CH2:25][CH2:26][CH2:27][CH2:28][CH2:29][CH2:30][CH2:31][CH2:32][CH3:33].[H-].[Na+]. (6) Given the product [CH2:1]([C:5]1[CH:11]=[CH:10][CH:9]=[C:8]2[C:6]=1[NH:7][CH:18]=[CH:17]2)[CH2:2][CH2:3][CH3:4], predict the reactants needed to synthesize it. The reactants are: [CH2:1]([C:5]1[CH:11]=[CH:10][CH:9]=[CH:8][C:6]=1[NH2:7])[CH2:2][CH2:3][CH3:4].B(Cl)(Cl)Cl.Cl[CH2:17][C:18]#N.[Cl-].[Cl-].[Cl-].[Al+3]. (7) Given the product [CH3:27][O:28][C:29]([C:30]1[CH:35]=[C:34]([C:2]2[CH:7]=[CH:6][CH:5]=[C:4]([C:8]3[C:17]4[C:12](=[CH:13][C:14]([O:23][CH3:24])=[C:15]5[O:20][C:19]([CH3:21])([CH3:22])[CH2:18][C:16]5=4)[CH2:11][C:10]([CH3:26])([CH3:25])[N:9]=3)[CH:3]=2)[CH:33]=[CH:32][C:31]=1[NH2:45])=[O:46], predict the reactants needed to synthesize it. The reactants are: Br[C:2]1[CH:3]=[C:4]([C:8]2[C:17]3[C:12](=[CH:13][C:14]([O:23][CH3:24])=[C:15]4[O:20][C:19]([CH3:22])([CH3:21])[CH2:18][C:16]4=3)[CH2:11][C:10]([CH3:26])([CH3:25])[N:9]=2)[CH:5]=[CH:6][CH:7]=1.[CH3:27][O:28][C:29](=[O:46])[C:30]1[CH:35]=[C:34](B2OC(C)(C)C(C)(C)O2)[CH:33]=[CH:32][C:31]=1[NH2:45].C(=O)([O-])[O-].[Na+].[Na+]. (8) Given the product [F:1][C:2]([F:12])([F:11])[C:3]1[N:4]=[CH:5][C:6]([C@H:21]([NH2:19])[CH3:22])=[CH:9][CH:10]=1, predict the reactants needed to synthesize it. The reactants are: [F:1][C:2]([F:12])([F:11])[C:3]1[CH:10]=[CH:9][C:6](C=O)=[CH:5][N:4]=1.CC([S@@]([NH2:19])=O)(C)C.Cl[CH:21](Cl)[CH3:22]. (9) Given the product [C:1]([C@H:5]1[C@@H:11]([C:12]2[CH:13]=[CH:14][C:15]([F:18])=[CH:16][CH:17]=2)[CH2:10][C@H:9]2[N:19]([CH3:20])[C@@H:6]1[CH2:7][CH2:8]2)([OH:3])=[O:2], predict the reactants needed to synthesize it. The reactants are: [C:1]([C@H:5]1[C@@H:11]([C:12]2[CH:17]=[CH:16][C:15]([F:18])=[CH:14][CH:13]=2)[CH2:10][C@H:9]2[N:19]([CH3:20])[C@@H:6]1[CH2:7][CH2:8]2)([O:3]C)=[O:2]. (10) Given the product [CH2:12]([O:11][C:3](=[O:10])[CH:4]([CH2:19][CH2:18][CH2:17][CH:16]=[CH2:15])[C:5]([O:7][CH2:8][CH3:9])=[O:6])[CH3:13], predict the reactants needed to synthesize it. The reactants are: [H-].[Na+].[C:3]([O:11][CH2:12][CH3:13])(=[O:10])[CH2:4][C:5]([O:7][CH2:8][CH3:9])=[O:6].Br[CH2:15][CH2:16][CH2:17][CH:18]=[CH2:19].